From a dataset of Catalyst prediction with 721,799 reactions and 888 catalyst types from USPTO. Predict which catalyst facilitates the given reaction. Reactant: Cl[C:2]1[N:7]=[C:6]([C:8]#[N:9])[CH:5]=[C:4]([C:10]2[CH:15]=[C:14]([O:16][CH2:17][CH3:18])[CH:13]=[CH:12][C:11]=2[F:19])[CH:3]=1.CN1C(=O)[CH2:24][CH2:23][CH2:22]1.C([Mg]Cl)(C)C. Product: [CH2:17]([O:16][C:14]1[CH:13]=[CH:12][C:11]([F:19])=[C:10]([C:4]2[CH:3]=[C:2]([CH:23]([CH3:24])[CH3:22])[N:7]=[C:6]([C:8]#[N:9])[CH:5]=2)[CH:15]=1)[CH3:18]. The catalyst class is: 116.